Dataset: Full USPTO retrosynthesis dataset with 1.9M reactions from patents (1976-2016). Task: Predict the reactants needed to synthesize the given product. Given the product [CH3:1][O:2][C:3](=[O:22])[CH2:4][C:5]1[CH:6]=[C:7]([C:77]2[CH:78]=[CH:79][C:74]([C:71]([CH2:72][CH3:73])([C:68]3[CH:69]=[CH:70][C:65]([CH:64]=[CH:63][C:62]([CH2:93][CH3:94])([OH:95])[CH2:60][CH3:61])=[C:66]([CH3:92])[CH:67]=3)[CH2:90][CH3:91])=[CH:75][C:76]=2[CH3:89])[C:8]([OH:13])=[C:9]([O:11][CH3:12])[CH:10]=1, predict the reactants needed to synthesize it. The reactants are: [CH3:1][O:2][C:3](=[O:22])[CH2:4][C:5]1[CH:10]=[C:9]([O:11][CH3:12])[C:8]([O:13][Si](C(C)(C)C)(C)C)=[C:7](Br)[CH:6]=1.C1(P(C2CCCCC2)C2C=CC=CC=2C2C(OC)=CC=CC=2OC)CCCCC1.P([O-])([O-])([O-])=O.[K+].[K+].[K+].[CH2:60]([C:62]([OH:95])([CH2:93][CH3:94])/[CH:63]=[CH:64]/[C:65]1[CH:70]=[CH:69][C:68]([C:71]([CH2:90][CH3:91])([C:74]2[CH:79]=[CH:78][C:77](B3OC(C)(C)C(C)(C)O3)=[C:76]([CH3:89])[CH:75]=2)[CH2:72][CH3:73])=[CH:67][C:66]=1[CH3:92])[CH3:61].C(=O)(O)[O-].[Na+].